Dataset: Catalyst prediction with 721,799 reactions and 888 catalyst types from USPTO. Task: Predict which catalyst facilitates the given reaction. (1) Reactant: CN(C(ON1N=NC2C=CC=CC1=2)=[N+](C)C)C.[B-](F)(F)(F)F.CCN(CC)CC.[NH2:30][C:31]1[N:32]=[CH:33][C:34]([C:41]2[CH:51]=[CH:50][C:44]([C:45]([N:47]([CH3:49])[CH3:48])=[O:46])=[CH:43][CH:42]=2)=[N:35][C:36]=1[C:37]([NH:39][NH2:40])=[O:38].[CH3:52][O:53][C:54]1[CH:58]=[CH:57][S:56][C:55]=1[C:59](O)=[O:60]. Product: [NH2:30][C:31]1[N:32]=[CH:33][C:34]([C:41]2[CH:42]=[CH:43][C:44]([C:45]([N:47]([CH3:48])[CH3:49])=[O:46])=[CH:50][CH:51]=2)=[N:35][C:36]=1[C:37](=[O:38])[NH:39][NH:40][C:59]([C:55]1[S:56][CH:57]=[CH:58][C:54]=1[O:53][CH3:52])=[O:60]. The catalyst class is: 34. (2) Reactant: [CH3:1][O:2][C:3]1[CH:4]=[C:5]2[C:9](=[CH:10][C:11]=1[O:12][CH3:13])[CH:8](C#N)[O:7][C:6]2=[O:16].C[Si]([N-][Si](C)(C)C)(C)C.[Li+].[O:27]1[CH2:31][CH:30]=[CH:29][C:28]1=[O:32].[CH3:33][S:34](Cl)(=[O:36])=[O:35].[Cl-].[NH4+]. Product: [CH3:33][S:34]([O:7][C:8]1[C:30]2[CH2:31][O:27][C:28](=[O:32])[C:29]=2[C:6]([OH:16])=[C:5]2[C:9]=1[CH:10]=[C:11]([O:12][CH3:13])[C:3]([O:2][CH3:1])=[CH:4]2)(=[O:36])=[O:35]. The catalyst class is: 7. (3) Product: [CH2:1]([N:3]([CH2:4][C:5]1[CH:6]=[CH:7][C:8]([CH2:11][N:12]2[CH2:13][CH2:14][N:15]([C:18]3[C:23]([C:24]([O:26][CH:27]([CH3:28])[CH3:29])=[O:25])=[CH:22][CH:21]=[CH:20][N:19]=3)[CH2:16][CH2:17]2)=[CH:9][CH:10]=1)[CH2:33][C:32]1[CH:35]=[CH:36][CH:37]=[CH:38][C:31]=1[F:30])[CH3:2]. Reactant: [CH2:1]([NH:3][CH2:4][C:5]1[CH:10]=[CH:9][C:8]([CH2:11][N:12]2[CH2:17][CH2:16][N:15]([C:18]3[C:23]([C:24]([O:26][CH:27]([CH3:29])[CH3:28])=[O:25])=[CH:22][CH:21]=[CH:20][N:19]=3)[CH2:14][CH2:13]2)=[CH:7][CH:6]=1)[CH3:2].[F:30][C:31]1[CH:38]=[CH:37][CH:36]=[CH:35][C:32]=1[CH:33]=O.C(O)(=O)C.C([BH3-])#N.[Na+]. The catalyst class is: 5. (4) Reactant: [F:1][C:2]([F:50])([F:49])[C:3]1[CH:4]=[C:5]([CH:42]=[C:43]([C:45]([F:48])([F:47])[F:46])[CH:44]=1)[C:6]([N:8]1[CH2:13][CH2:12][N:11]([CH2:14][CH2:15][N:16]2[CH2:21][CH2:20][O:19][C@H:18]([CH2:22][O:23][CH3:24])[CH2:17]2)[CH2:10][C@H:9]1[CH2:25][C:26]1[CH:31]=[CH:30][C:29]([CH3:32])=[C:28]([NH:33][CH2:34][N:35]2[C:39](=[O:40])[CH2:38][CH2:37][C:36]2=[O:41])[CH:27]=1)=[O:7].[BH4-].[Na+].O.C(OCC)(=O)C. Product: [F:47][C:45]([F:46])([F:48])[C:43]1[CH:42]=[C:5]([CH:4]=[C:3]([C:2]([F:50])([F:49])[F:1])[CH:44]=1)[C:6]([N:8]1[CH2:13][CH2:12][N:11]([CH2:14][CH2:15][N:16]2[CH2:21][CH2:20][O:19][C@H:18]([CH2:22][O:23][CH3:24])[CH2:17]2)[CH2:10][C@H:9]1[CH2:25][C:26]1[CH:31]=[CH:30][C:29]([CH3:32])=[C:28]([NH:33][CH2:34][N:35]2[CH:39]([OH:40])[CH2:38][CH2:37][C:36]2=[O:41])[CH:27]=1)=[O:7]. The catalyst class is: 16. (5) Reactant: P(Cl)(Cl)(Cl)=O.C([O:9][C:10]1[CH:19]=[C:18]2[C:13]([C:14](=O)[NH:15][CH:16]=[N:17]2)=[C:12]([O:21][CH:22]([CH3:24])[CH3:23])[CH:11]=1)(=O)C.C(N(C(C)C)CC)(C)C.[NH2:34][C:35]1[CH:36]=[N:37][N:38]([CH2:40][C:41]([NH:43][C:44]2[CH:49]=[CH:48][CH:47]=[C:46]([F:50])[C:45]=2[F:51])=[O:42])[CH:39]=1. Product: [F:51][C:45]1[C:46]([F:50])=[CH:47][CH:48]=[CH:49][C:44]=1[NH:43][C:41](=[O:42])[CH2:40][N:38]1[CH:39]=[C:35]([NH:34][C:14]2[C:13]3[C:18](=[CH:19][C:10]([OH:9])=[CH:11][C:12]=3[O:21][CH:22]([CH3:23])[CH3:24])[N:17]=[CH:16][N:15]=2)[CH:36]=[N:37]1. The catalyst class is: 325. (6) Reactant: Cl.[NH2:2][OH:3].C(=O)([O-])[O-].[Na+].[Na+].[N+:10]([C:13]1[CH:20]=[CH:19][C:16]([C:17]#[N:18])=[CH:15][CH:14]=1)([O-:12])=[O:11]. Product: [OH:3][NH:2][C:17](=[NH:18])[C:16]1[CH:15]=[CH:14][C:13]([N+:10]([O-:12])=[O:11])=[CH:20][CH:19]=1. The catalyst class is: 40. (7) Reactant: [CH3:1][C:2](=O)[CH2:3][C:4](=O)[CH3:5].[C:8]([CH2:10][C:11]([NH2:13])=[O:12])#[N:9].C([O-])([O-])=O.[K+].[K+]. Product: [CH3:5][C:4]1[CH:3]=[C:2]([CH3:1])[NH:13][C:11](=[O:12])[C:10]=1[C:8]#[N:9]. The catalyst class is: 6. (8) Reactant: I[C:2]1[C:10]2[C:5](=[CH:6][CH:7]=[C:8]([N:11]([S:19]([C:22]3[CH:27]=[CH:26][CH:25]=[CH:24][C:23]=3[S:28]([CH3:31])(=[O:30])=[O:29])(=[O:21])=[O:20])C(OC(C)(C)C)=O)[CH:9]=2)[N:4](C(OC(C)(C)C)=O)[N:3]=1.[O:39]1[CH:43]=[CH:42][CH:41]=[C:40]1B(O)O.C(=O)([O-])O.[Na+]. Product: [O:39]1[CH:43]=[CH:42][CH:41]=[C:40]1[C:2]1[C:10]2[C:5](=[CH:6][CH:7]=[C:8]([NH:11][S:19]([C:22]3[CH:27]=[CH:26][CH:25]=[CH:24][C:23]=3[S:28]([CH3:31])(=[O:30])=[O:29])(=[O:20])=[O:21])[CH:9]=2)[NH:4][N:3]=1. The catalyst class is: 9. (9) Product: [NH2:20][C:7]1[N:8]2[C:16]3[CH:15]=[CH:14][CH:13]=[C:12]([F:17])[C:11]=3[CH:10]=[C:9]2[C:18]2[N:19]=[C:2]([C:38]3[C:39]([N:41]([CH3:46])[S:42]([CH3:45])(=[O:44])=[O:43])=[CH:40][C:30]4[O:29][C:28]([C:25]5[CH:26]=[CH:27][C:22]([F:21])=[CH:23][CH:24]=5)=[C:32]([C:33]([NH:35][CH3:36])=[O:34])[C:31]=4[CH:37]=3)[CH:3]=[CH:4][C:5]=2[N:6]=1. The catalyst class is: 12. Reactant: Cl[C:2]1[CH:3]=[CH:4][C:5]2[N:6]=[C:7]([NH2:20])[N:8]3[C:16]4[CH:15]=[CH:14][CH:13]=[C:12]([F:17])[C:11]=4[CH:10]=[C:9]3[C:18]=2[N:19]=1.[F:21][C:22]1[CH:27]=[CH:26][C:25]([C:28]2[O:29][C:30]3[CH:40]=[C:39]([N:41]([CH3:46])[S:42]([CH3:45])(=[O:44])=[O:43])[C:38](B4OC(C)(C)C(C)(C)O4)=[CH:37][C:31]=3[C:32]=2[C:33]([NH:35][CH3:36])=[O:34])=[CH:24][CH:23]=1.